This data is from Full USPTO retrosynthesis dataset with 1.9M reactions from patents (1976-2016). The task is: Predict the reactants needed to synthesize the given product. Given the product [Cl:1][C:2]1[CH:3]=[C:4]([C:8]#[C:9][C@@H:10]2[N:14]3[CH2:15][CH2:16][N:17]([C:20]([O:22][CH3:23])=[O:21])[CH2:18][C@@H:13]3[CH2:12][CH2:11]2)[CH:5]=[CH:6][CH:7]=1, predict the reactants needed to synthesize it. The reactants are: [Cl:1][C:2]1[CH:3]=[C:4]([C:8]#[C:9][C@@H:10]2[N:14]3[CH2:15][CH2:16][NH:17][CH2:18][C@@H:13]3[CH2:12][CH2:11]2)[CH:5]=[CH:6][CH:7]=1.Cl[C:20]([O:22][CH3:23])=[O:21].